Dataset: Forward reaction prediction with 1.9M reactions from USPTO patents (1976-2016). Task: Predict the product of the given reaction. Given the reactants [N:1]1[CH:6]=[CH:5][CH:4]=[C:3]([NH:7][C:8](=[O:15])OCC(Cl)(Cl)Cl)[N:2]=1.Cl.Cl.[C:18]1([C:24]2[CH:29]=[N:28][CH:27]=[C:26]([N:30]3[CH2:35][CH2:34][NH:33][CH2:32][CH2:31]3)[N:25]=2)[CH:23]=[CH:22][CH:21]=[CH:20][CH:19]=1, predict the reaction product. The product is: [C:18]1([C:24]2[N:25]=[C:26]([N:30]3[CH2:35][CH2:34][N:33]([C:8]([NH:7][C:3]4[N:2]=[N:1][CH:6]=[CH:5][CH:4]=4)=[O:15])[CH2:32][CH2:31]3)[CH:27]=[N:28][CH:29]=2)[CH:19]=[CH:20][CH:21]=[CH:22][CH:23]=1.